Dataset: Forward reaction prediction with 1.9M reactions from USPTO patents (1976-2016). Task: Predict the product of the given reaction. (1) Given the reactants F[B-](F)(F)F.[NH4+].[CH3:7][C:8]1[CH:14]=[C:13]([Br:15])[CH:12]=[CH:11][C:9]=1[NH2:10].Cl.[N:17]([O-])=O.[Na+].CC([O-])=O.[K+].C1OCCOCCOCCOCCOCCOC1, predict the reaction product. The product is: [Br:15][C:13]1[CH:14]=[C:8]2[C:9](=[CH:11][CH:12]=1)[NH:10][N:17]=[CH:7]2. (2) The product is: [Cl:29][C:30]1[CH:35]=[CH:34][C:33]([C:2]2[C:11](=[O:12])[C:10]3[C:5](=[C:6]([N+:23]([O-:25])=[O:24])[C:7]([NH:13][CH2:14][C:15]4[CH:20]=[CH:19][C:18]([O:21][CH3:22])=[CH:17][CH:16]=4)=[CH:8][CH:9]=3)[O:4][C:3]=2[CH:26]([CH3:27])[CH3:28])=[CH:32][CH:31]=1. Given the reactants Br[C:2]1[C:11](=[O:12])[C:10]2[C:5](=[C:6]([N+:23]([O-:25])=[O:24])[C:7]([NH:13][CH2:14][C:15]3[CH:20]=[CH:19][C:18]([O:21][CH3:22])=[CH:17][CH:16]=3)=[CH:8][CH:9]=2)[O:4][C:3]=1[CH:26]([CH3:28])[CH3:27].[Cl:29][C:30]1[CH:35]=[CH:34][C:33](B(O)O)=[CH:32][CH:31]=1.C(=O)([O-])[O-].[Na+].[Na+].O, predict the reaction product. (3) Given the reactants [NH2:1][CH:2](C)[CH2:3][CH2:4]C(O)=O.[CH3:9][O:10][C:11]1[CH:18]=[CH:17][C:14]([CH:15]=O)=[CH:13][CH:12]=1.[OH-].[Na+].[C:29](O[C:29]([O:31][C:32]([CH3:35])(C)C)=O)([O:31][C:32](C)(C)[CH3:35])=O.S(Cl)([Cl:38])=[O:37], predict the reaction product. The product is: [ClH:38].[CH3:9][O:10][C:11]1[CH:18]=[CH:17][C:14]([CH2:15][NH:1][CH2:2][CH2:3][CH2:4][CH2:35][C:32]([O:31][CH3:29])=[O:37])=[CH:13][CH:12]=1. (4) Given the reactants [Cl:1][C:2]1[CH:8]=[CH:7][C:5]([NH2:6])=[CH:4][CH:3]=1.I[CH2:10][C:11]([O:13][CH2:14][CH3:15])=[O:12].C([O-])(=O)C.[Na+], predict the reaction product. The product is: [Cl:1][C:2]1[CH:8]=[CH:7][C:5]([NH:6][CH2:10][C:11]([O:13][CH2:14][CH3:15])=[O:12])=[CH:4][CH:3]=1. (5) Given the reactants [CH3:1][C:2]1[N:3]=[N:4][N:5]([CH3:36])[C:6]=1[C:7]1[CH:19]=[N:18][C:17]2[C:16]3[CH:15]=[CH:14][C:13]([C:20](=[O:22])[CH3:21])=[CH:12][C:11]=3[N:10]([C@@H:23]([CH:30]3[CH2:35][CH2:34][O:33][CH2:32][CH2:31]3)[C:24]3[CH:29]=[CH:28][CH:27]=[CH:26][CH:25]=3)[C:9]=2[CH:8]=1.[CH:37]1([Mg]Br)[CH2:39][CH2:38]1, predict the reaction product. The product is: [CH:37]1([C:20]([C:13]2[CH:14]=[CH:15][C:16]3[C:17]4[N:18]=[CH:19][C:7]([C:6]5[N:5]([CH3:36])[N:4]=[N:3][C:2]=5[CH3:1])=[CH:8][C:9]=4[N:10]([C@@H:23]([CH:30]4[CH2:31][CH2:32][O:33][CH2:34][CH2:35]4)[C:24]4[CH:25]=[CH:26][CH:27]=[CH:28][CH:29]=4)[C:11]=3[CH:12]=2)([OH:22])[CH3:21])[CH2:39][CH2:38]1. (6) The product is: [CH3:15][O:16][C:17]([C:19]1[CH:24]=[CH:23][C:22]([CH:1]2[CH2:3][CH2:2]2)=[C:21]([Cl:26])[N:20]=1)=[O:18]. Given the reactants [CH:1]1([B-](F)(F)F)[CH2:3][CH2:2]1.[K+].C(=O)([O-])[O-].[Cs+].[Cs+].[CH3:15][O:16][C:17]([C:19]1[CH:24]=[CH:23][C:22](Br)=[C:21]([Cl:26])[N:20]=1)=[O:18], predict the reaction product. (7) Given the reactants [Cl:1][C:2]1[C:3]([O:30][C:31]2[CH:36]=[CH:35][C:34]([C:37]3[CH:42]=[CH:41][C:40]([C:43]([F:46])([F:45])[F:44])=[CH:39][CH:38]=3)=[CH:33][C:32]=2[C:47]2[CH:52]=[CH:51][N:50]=[N:49][CH:48]=2)=[CH:4][C:5]([F:29])=[C:6]([S:8]([N:11](CC2C=CC(OC)=CC=2OC)[C:12]2[N:17]=[CH:16][CH:15]=[CH:14][N:13]=2)(=[O:10])=[O:9])[CH:7]=1.Cl, predict the reaction product. The product is: [Cl:1][C:2]1[C:3]([O:30][C:31]2[CH:36]=[CH:35][C:34]([C:37]3[CH:38]=[CH:39][C:40]([C:43]([F:45])([F:44])[F:46])=[CH:41][CH:42]=3)=[CH:33][C:32]=2[C:47]2[CH:52]=[CH:51][N:50]=[N:49][CH:48]=2)=[CH:4][C:5]([F:29])=[C:6]([S:8]([NH:11][C:12]2[N:13]=[CH:14][CH:15]=[CH:16][N:17]=2)(=[O:10])=[O:9])[CH:7]=1.